This data is from Forward reaction prediction with 1.9M reactions from USPTO patents (1976-2016). The task is: Predict the product of the given reaction. (1) The product is: [NH2:11][C:12]1[CH:17]=[CH:16][N:15]([CH:18]2[CH2:22][O:21][CH:20]([CH2:23][O:24][C:25](=[O:41])[C:26]([CH3:39])([CH3:40])[CH2:27][CH2:28][CH2:29][CH2:30][CH2:31][CH2:32][C:33]3[CH:38]=[CH:37][CH:36]=[CH:35][CH:34]=3)[O:19]2)[C:14](=[O:42])[N:13]=1. Given the reactants C(OC([NH:11][C:12]1[CH:17]=[CH:16][N:15]([CH:18]2[CH2:22][O:21][CH:20]([CH2:23][O:24][C:25](=[O:41])[C:26]([CH3:40])([CH3:39])[CH2:27][CH2:28][CH2:29][CH2:30][CH2:31][CH2:32][C:33]3[CH:38]=[CH:37][CH:36]=[CH:35][CH:34]=3)[O:19]2)[C:14](=[O:42])[N:13]=1)=O)C1C=CC=CC=1, predict the reaction product. (2) Given the reactants [C:1]1([C:7]2([NH2:13])[CH2:12][CH2:11][CH2:10][NH:9][CH2:8]2)[CH:6]=[CH:5][CH:4]=[CH:3][CH:2]=1.[CH3:14][C:15]([CH3:17])=O.C[Si]([C:22]#[N:23])(C)C.[OH-].[Na+], predict the reaction product. The product is: [NH2:13][C:7]1([C:1]2[CH:2]=[CH:3][CH:4]=[CH:5][CH:6]=2)[CH2:12][CH2:11][CH2:10][N:9]([C:15]([CH3:17])([CH3:14])[C:22]#[N:23])[CH2:8]1. (3) Given the reactants [CH:1]1[CH:2]=[CH:3][C:4]2[S:9][N:8]=[C:7]([N:10]3[CH2:15][CH2:14][N:13]([CH2:16][CH2:17][C:18]4[CH:19]=[C:20]5[CH2:28][C:26](=[O:27])[NH:25][C:21]5=[CH:22][C:23]=4[Cl:24])[CH2:12][CH2:11]3)[C:5]=2[CH:6]=1.Cl.ClCCC1C=C2C(=CC=1Cl)NC(=O)C2.S1C2C=CC=CC=2C(N2CCNCC2)=N1, predict the reaction product. The product is: [CH:1]1[CH:2]=[CH:3][C:4]2[S:9][N:8]=[C:7]([N:10]3[CH2:11][CH2:12][N:13]([CH2:16][CH2:17][C:18]4[CH:19]=[C:20]5[CH2:28][C:26](=[O:27])[NH:25][C:21]5=[CH:22][C:23]=4[Cl:24])[CH2:14][CH2:15]3)[C:5]=2[CH:6]=1.